Dataset: Catalyst prediction with 721,799 reactions and 888 catalyst types from USPTO. Task: Predict which catalyst facilitates the given reaction. (1) Product: [CH2:13]([C:15]1[CH:27]=[CH:26][C:18]([O:19][CH2:20][C:21]([OH:23])=[O:22])=[CH:17][CH:16]=1)[CH3:14]. The catalyst class is: 1. Reactant: C1(C)C=CC(OCC(O)=O)=CC=1.[CH2:13]([C:15]1[CH:27]=[CH:26][C:18]([O:19][CH2:20][C:21]([O:23]CC)=[O:22])=[CH:17][CH:16]=1)[CH3:14].[OH-].[Na+]. (2) Reactant: [CH3:1][C:2]([NH:14][S:15]([C:18]1[S:19][C:20]([C:23]2[CH:28]=[CH:27][CH:26]=[CH:25][N:24]=2)=[CH:21][CH:22]=1)(=[O:17])=[O:16])([CH3:13])[C:3]([NH:5][O:6]CC[Si](C)(C)C)=[O:4]. Product: [OH:6][NH:5][C:3](=[O:4])[C:2]([CH3:1])([NH:14][S:15]([C:18]1[S:19][C:20]([C:23]2[CH:28]=[CH:27][CH:26]=[CH:25][N:24]=2)=[CH:21][CH:22]=1)(=[O:17])=[O:16])[CH3:13]. The catalyst class is: 55. (3) Reactant: [C:1]([C:5]1[CH:10]=[C:9]([C:11]2[N:12]=[C:13]([CH2:16]O)[S:14][CH:15]=2)[CH:8]=[C:7]([C:18]([CH3:21])([CH3:20])[CH3:19])[C:6]=1[OH:22])([CH3:4])([CH3:3])[CH3:2].C(Br)(Br)(Br)[Br:24].C1C=CC(P(C2C=CC=CC=2)C2C=CC=CC=2)=CC=1.O. Product: [Br:24][CH2:16][C:13]1[S:14][CH:15]=[C:11]([C:9]2[CH:10]=[C:5]([C:1]([CH3:4])([CH3:3])[CH3:2])[C:6]([OH:22])=[C:7]([C:18]([CH3:21])([CH3:20])[CH3:19])[CH:8]=2)[N:12]=1. The catalyst class is: 4. (4) Reactant: [CH3:1][C:2]1[CH:11]=[CH:10][CH:9]=[C:8]2[C:3]=1[N:4]=[C:5]([C:15]1[CH:20]=[CH:19][CH:18]=[CH:17][CH:16]=1)[C:6]([CH:12](O)[CH3:13])=[N:7]2.S(Cl)([Cl:23])=O.N1C=CC=CC=1. Product: [Cl:23][CH:12]([C:6]1[C:5]([C:15]2[CH:20]=[CH:19][CH:18]=[CH:17][CH:16]=2)=[N:4][C:3]2[C:8](=[CH:9][CH:10]=[CH:11][C:2]=2[CH3:1])[N:7]=1)[CH3:13]. The catalyst class is: 22. (5) Reactant: Br[C:2]1[CH:3]=[C:4]([NH:10][C:11]2[CH:16]=[CH:15][C:14]([N:17]3[CH2:22][C@@H:21]([CH3:23])[N:20]([CH:24]4[CH2:27][O:26][CH2:25]4)[CH2:19][C@@H:18]3[CH3:28])=[CH:13][N:12]=2)[C:5](=[O:9])[N:6]([CH3:8])[CH:7]=1.[B:29]1([B:29]2[O:33][C:32]([CH3:35])([CH3:34])[C:31]([CH3:37])([CH3:36])[O:30]2)[O:33][C:32]([CH3:35])([CH3:34])[C:31]([CH3:37])([CH3:36])[O:30]1.CC(C1C=C(C(C)C)C(C2C=CC=CC=2P(C2CCCCC2)C2CCCCC2)=C(C(C)C)C=1)C.C([O-])(=O)C.[K+]. Product: [CH3:28][C@H:18]1[CH2:19][N:20]([CH:24]2[CH2:27][O:26][CH2:25]2)[C@H:21]([CH3:23])[CH2:22][N:17]1[C:14]1[CH:15]=[CH:16][C:11]([NH:10][C:4]2[C:5](=[O:9])[N:6]([CH3:8])[CH:7]=[C:2]([B:29]3[O:33][C:32]([CH3:35])([CH3:34])[C:31]([CH3:37])([CH3:36])[O:30]3)[CH:3]=2)=[N:12][CH:13]=1. The catalyst class is: 102.